Task: Predict which catalyst facilitates the given reaction.. Dataset: Catalyst prediction with 721,799 reactions and 888 catalyst types from USPTO (1) Product: [CH3:45][C:46]1([CH3:54])[O:50][CH:49]([CH2:51][O:52][NH:53][C:41]([C:30]2[C:31]([NH:32][C:33]3[CH:38]=[CH:37][C:36]([I:39])=[CH:35][C:34]=3[F:40])=[C:23]([Cl:22])[C:24](=[O:44])[N:25]3[C:29]=2[CH2:28][CH2:27][CH2:26]3)=[O:42])[CH2:48][O:47]1. Reactant: CCN=C=NCCCN(C)C.C1C=CC2N(O)N=NC=2C=1.[Cl:22][C:23]1[C:24](=[O:44])[N:25]2[C:29](=[C:30]([C:41](O)=[O:42])[C:31]=1[NH:32][C:33]1[CH:38]=[CH:37][C:36]([I:39])=[CH:35][C:34]=1[F:40])[CH2:28][CH2:27][CH2:26]2.[CH3:45][C:46]1([CH3:54])[O:50][CH:49]([CH2:51][O:52][NH2:53])[CH2:48][O:47]1. The catalyst class is: 3. (2) Reactant: C(N(S(F)(F)[F:7])CC)C.C(=O)=O.CC(C)=O.O[C:18]1([C:31]2[CH:36]=[CH:35][CH:34]=[CH:33][CH:32]=2)[CH2:23][CH2:22][N:21]([C:24]([O:26][C:27]([CH3:30])([CH3:29])[CH3:28])=[O:25])[CH2:20][CH2:19]1.ClC1C=C(C=CC=1)C(OO)=O. Product: [F:7][C:18]1([C:31]2[CH:36]=[CH:35][CH:34]=[CH:33][CH:32]=2)[CH2:23][CH2:22][N:21]([C:24]([O:26][C:27]([CH3:30])([CH3:29])[CH3:28])=[O:25])[CH2:20][CH2:19]1. The catalyst class is: 4. (3) Reactant: [CH3:1][C:2]1([CH3:9])[CH2:7][CH2:6][CH2:5][CH2:4][C:3]1=O.C(=S)=S.[C:13](#[N:17])[CH2:14][C:15]#[N:16].C(N(CC)CC)C. Product: [CH3:1][C:2]1([CH3:9])[CH2:7][CH2:6][CH2:5][C:4](=[C:14]([C:13]#[N:17])[C:15]#[N:16])[CH2:3]1. The catalyst class is: 5.